From a dataset of Reaction yield outcomes from USPTO patents with 853,638 reactions. Predict the reaction yield, written as a fraction of the theoretical maximum amount of product (1.0 means a 100% yield; for example, 0.34 means a 34% yield). (1) The reactants are [Br:1]Br.[Cl:3][C:4]1[CH:9]=[CH:8][C:7]([CH2:10][C:11]([C:13]2[CH:18]=[CH:17][C:16]([Cl:19])=[CH:15][C:14]=2[Cl:20])=[O:12])=[CH:6][CH:5]=1.O. The catalyst is C(O)(=O)C. The product is [Br:1][CH:10]([C:7]1[CH:8]=[CH:9][C:4]([Cl:3])=[CH:5][CH:6]=1)[C:11]([C:13]1[CH:18]=[CH:17][C:16]([Cl:19])=[CH:15][C:14]=1[Cl:20])=[O:12]. The yield is 0.990. (2) The reactants are Cl[CH2:2][C:3]([CH2:5]Cl)=[CH2:4].[O:7]1[C:12]2[CH:13]=[CH:14][CH:15]=[CH:16][C:11]=2[NH:10][C:9](=[O:17])[CH2:8]1.C([O-])([O-])=O.[Cs+].[Cs+].[CH2:24]([CH:28]1[CH2:33][CH2:32][NH:31][CH2:30][CH2:29]1)[CH2:25][CH2:26][CH3:27]. The catalyst is CCOCC.CN(C=O)C. The product is [CH2:24]([CH:28]1[CH2:33][CH2:32][N:31]([CH2:4][C:3](=[CH2:2])[CH2:5][N:10]2[C:11]3[CH:16]=[CH:15][CH:14]=[CH:13][C:12]=3[O:7][CH2:8][C:9]2=[O:17])[CH2:30][CH2:29]1)[CH2:25][CH2:26][CH3:27]. The yield is 0.210. (3) The reactants are [Cl:1][C:2]1[CH:21]=[C:20]([Cl:22])[CH:19]=[CH:18][C:3]=1[CH2:4][N:5]1[C:9]([CH2:10][CH2:11][C:12]([O:14][CH2:15][CH3:16])=[O:13])=[CH:8][C:7]([OH:17])=[N:6]1.Cl[CH2:24][C:25]1[CH:30]=[CH:29][CH:28]=[CH:27][N:26]=1.C(=O)([O-])[O-].[K+].[K+].CN(C)C=O. The catalyst is O. The product is [Cl:1][C:2]1[CH:21]=[C:20]([Cl:22])[CH:19]=[CH:18][C:3]=1[CH2:4][N:5]1[C:9]([CH2:10][CH2:11][C:12]([O:14][CH2:15][CH3:16])=[O:13])=[CH:8][C:7]([O:17][CH2:24][C:25]2[CH:30]=[CH:29][CH:28]=[CH:27][N:26]=2)=[N:6]1. The yield is 0.790. (4) The reactants are [Li+].CC([N-]C(C)C)C.[CH3:9][CH2:10][CH2:11][CH2:12][SnH:13]([CH2:18][CH2:19][CH2:20][CH3:21])[CH2:14][CH2:15][CH2:16][CH3:17].[Cl:22][C:23]1[N:28]=[C:27]([Cl:29])[CH:26]=[CH:25][N:24]=1. The catalyst is C1COCC1. The product is [Cl:22][C:23]1[N:28]=[C:27]([Sn:13]([CH2:12][CH2:11][CH2:10][CH3:9])([CH2:18][CH2:19][CH2:20][CH3:21])[CH2:14][CH2:15][CH2:16][CH3:17])[CH:26]=[CH:25][N:24]=1.[Cl:29][C:27]1[CH:26]=[CH:25][N:24]=[C:23]([Sn:13]([CH2:12][CH2:11][CH2:10][CH3:9])([CH2:18][CH2:19][CH2:20][CH3:21])[CH2:14][CH2:15][CH2:16][CH3:17])[N:28]=1. The yield is 0.0550. (5) The reactants are Br[C:2]1[CH:7]=[C:6]([C:8]([CH3:11])([CH3:10])[CH3:9])[C:5]([N+:12]([O-:14])=[O:13])=[CH:4][C:3]=1[NH2:15].CCN(CC)CC.[CH3:23][Si:24]([C:27]#[CH:28])([CH3:26])[CH3:25]. The catalyst is C1(C)C=CC=CC=1.O.Cl[Pd](Cl)([P](C1C=CC=CC=1)(C1C=CC=CC=1)C1C=CC=CC=1)[P](C1C=CC=CC=1)(C1C=CC=CC=1)C1C=CC=CC=1.[Cu]I. The product is [C:8]([C:6]1[C:5]([N+:12]([O-:14])=[O:13])=[CH:4][C:3]([NH:15][C:28]#[C:27][Si:24]([CH3:26])([CH3:25])[CH3:23])=[CH:2][CH:7]=1)([CH3:11])([CH3:10])[CH3:9]. The yield is 0.810.